Dataset: Human Reference Interactome with 51,813 positive PPI pairs across 8,248 proteins, plus equal number of experimentally-validated negative pairs. Task: Binary Classification. Given two protein amino acid sequences, predict whether they physically interact or not. (1) Protein 1 (ENSG00000132517) has sequence MAAPTLGRLVLTHLLVALFGMGSWAAVNGIWVELPVVVKDLPEGWSLPSYLSVVVALGNLGLLVVTLWRQLAPGKGEQVPIQVVQVLSVVGTALLAPLWHHVAPVAGQLHSVAFLTLALVLAMACCTSNVTFLPFLSHLPPPFLRSFFLGQGLSALLPCVLALVQGVGRLECPPAPTNGTSGPPLDFPERFPASTFFWALTALLVTSAAAFRGLLLLLPSLPSVTTGGSGPELQLGSPGAEEEEKEEEEALPLQEPPSQAAGTIPGPDPEAHQLFSAHGAFLLGLMAFTSAVTNGVLPSV.... Protein 2 (ENSG00000120457) has sequence MAGDSRNAMNQDMEIGVTPWDPKKIPKQARDYVPIATDRTRLLAEGKKPRQRYMEKSGKCNVHHGNVQETYRYLSDLFTTLVDLKWRFNLLVFTMVYTVTWLFFGFIWWLIAYIRGDLDHVGDQEWIPCVENLSGFVSAFLFSIETETTIGYGFRVITEKCPEGIILLLVQAILGSIVNAFMVGCMFVKISQPKKRAETLMFSNNAVISMRDEKLCLMFRVGDLRNSHIVEASIRAKLIKSRQTKEGEFIPLNQTDINVGFDTGDDRLFLVSPLIISHEINQKSPFWEMSQAQLHQEEFE.... Result: 0 (the proteins do not interact). (2) Protein 1 (ENSG00000127564) has sequence MLERPPALAMPMPTEGTPPPLSGTPIPVPAYFRHAEPGFSLKRPRGLSRSLPPPPPAKGSIPISRLFPPRTPGWHQLQPRRVSFRGEASETLQSPGYDPSRPESFFQQSFQRLSRLGHGSYGEVFKVRSKEDGRLYAVKRSMSPFRGPKDRARKLAEVGSHEKVGQHPCCVRLEQAWEEGGILYLQTELCGPSLQQHCEAWGASLPEAQVWGYLRDTLLALAHLHSQGLVHLDVKPANIFLGPRGRCKLGDFGLLVELGTAGAGEVQEGDPRYMAPELLQGSYGTAADVFSLGLTILEVA.... Protein 2 (ENSG00000198851) has sequence MQSGTHWRVLGLCLLSVGVWGQDGNEEMGGITQTPYKVSISGTTVILTCPQYPGSEILWQHNDKNIGGDEDDKNIGSDEDHLSLKEFSELEQSGYYVCYPRGSKPEDANFYLYLRARVCENCMEMDVMSVATIVIVDICITGGLLLLVYYWSKNRKAKAKPVTRGAGAGGRQRGQNKERPPPVPNPDYEPIRKGQRDLYSGLNQRRI*MQSGTHWRVLGLCLLSVGVWGQDGNEEMAYKVSISGTTVILTCPQYPGSEILWQHNDKNIGGDEDDKNIGSDEDHLSLKEFSELEQSGYYVC.... Result: 1 (the proteins interact). (3) Protein 1 (ENSG00000169347) has sequence MPHLMERMVGSGLLWLALVSCILTQASAVQRGYGNPIEASSYGLDLDCGAPGTPEAHVCFDPCQNYTLLDEPFRSTENSAGSQGCDKNMSGWYRFVGEGGVRMSETCVQVHRCQTDAPMWLNGTHPALGDGITNHTACAHWSGNCCFWKTEVLVKACPGGYHVYRLEGTPWCNLRYCTDPSTVEDKCEKACRPEEECLALNSTWGCFCRQDLNSSDVHSLQPQLDCGPREIKVKVDKCLLGGLGLGEEVIAYLRDPNCSSILQTEERNWVSVTSPVQASACRNILERNQTHAIYKNTLSL.... Protein 2 (ENSG00000198829) has sequence MLGIMAWNATCKNWLAAEAALEKYYLSIFYGIEFVVGVLGNTIVVYGYIFSLKNWNSSNIYLFNLSVSDLAFLCTLPMLIRSYANGNWIYGDVLCISNRYVLHANLYTSILFLTFISIDRYLIIKYPFREHLLQKKEFAILISLAIWVLVTLELLPILPLINPVITDNGTTCNDFASSGDPNYNLIYSMCLTLLGFLIPLFVMCFFYYKIALFLKQRNRQVATALPLEKPLNLVIMAVVIFSVLFTPYHVMRNVRIASRLGSWKQYQCTQVVINSFYIVTRPLAFLNSVINPVFYFLLGD.... Result: 0 (the proteins do not interact). (4) Protein 1 (ENSG00000132664) has sequence MAEVKVKVQPPDADPVEIENRIIELCHQFPHGITDQVIQNEMPHIEAQQRAVAINRLLSMGQLDLLRSNTGLLYRIKDSQNAGKMKGSDNQEKLVYQIIEDAGNKGIWSRDIRYKSNLPLTEINKILKNLESKKLIKAVKSVAASKKKVYMLYNLQPDRSVTGGAWYSDQDFESEFVEVLNQQCFKFLQSKAETARESKQNPMIQRNSSFASSHEVWKYICELGISKVELSMEDIETILNTLIYDGKVEMTIIAAKEGTVGSVDGHMKLYRAVNPIIPPTGLVRAPCGLCPVFDDCHEGG.... Protein 2 (ENSG00000110344) has sequence MTDQENNNNISSNPFAALFGSLADAKQFAAIQKEQLKQQSDELPASPDDSDNSVSESLDEFDYSVAEISRSFRSQQEICEQLNINHMIQRIFLITLDNSDPSLKSGNGIPSRCVYLEEMAVELEDQDWLDMSNVEQALFARLLLQDPGNHLINMTSSTTLNLSADRDAGERHIFCYLYSCFQRAKEEITKVPENLLPFAVQCRNLTVSNTRTVLLTPEIYVDQNIHEQLVDLMLEAIQGAHFEDVTEFLEEVIEALILDEEVRTFPEVMIPVFDILLGRIKDLELCQILLYAYLDILLYF.... Result: 0 (the proteins do not interact). (5) Protein 1 (ENSG00000134153) has sequence MAAALWGFFPVLLLLLLSGDVQSSEVPGAAAEGSGGSGVGIGDRFKIEGRAVVPGVKPQDWISAARVLVDGEEHVGFLKTDGSFVVHDIPSGSYVVEVVSPAYRFDPVRVDITSKGKMRARYVNYIKTSEVVRLPYPLQMKSSGPPSYFIKRESWGWTDFLMNPMVMMMVLPLLIFVLLPKVVNTSDPDMRREMEQSMNMLNSNHELPDVSEFMTRLFSSKSSGKSSSGSSKTGKSGAGKRR*MSRARRTDGSFVVHDIPSGSYVVEVVSPAYRFDPVRVDITSKGKMRARYVNYIKTSE.... Protein 2 (ENSG00000133636) has sequence MMAGMKIQLVCMLLLAFSSWSLCSDSEEEMKALEADFLTNMHTSKISKAHVPSWKMTLLNVCSLVNNLNSPAEETGEVHEEELVARRKLPTALDGFSLEAMLTIYQLHKICHSRAFQHWELIQEDILDTGNDKNGKEEVIKRKIPYILKRQLYENKPRRPYILKRDSYYY*MMAGMKIQLVCMLLLAFSSWSLCSDSEEEMKALEADFLTNMHTSKLIQEDILDTGNDKNGKEEVIKRKIPYILKRQLYENKPRRPYILKRDSYYY*. Result: 0 (the proteins do not interact). (6) Protein 1 (ENSG00000124444) has sequence MEDPNPEENMKQQDSPKERSPQSPGGNICHLGAPKCTRCLITFADSKFQERHMKREHPADFVAQKLQGVLFICFTCARSFPSSKALITHQRSHGPAAKPTLPVATTTAQPTFPCPDCGKTFGQAVSLRRHRQMHEVRAPPGTFACTECGQDFAQEAGLHQHYIRHARGEL*. Protein 2 (ENSG00000134262) has sequence MPYLGSEDVVKELKKALCNPHIQADRLRYRNVIQRVIRYMTQGLDMSGVFMEMVKASATVDIVQKKLVYLYMCTYAPLKPDLALLAINTLCKDCSDPNPMVRGLALRSMCSLRMPGVQEYIQQPILNGLRDKASYVRRVAVLGCAKMHNLHGDSEVDGALVNELYSLLRDQDPIVVVNCLRSLEEILKQEGGVVINKPIAHHLLNRMSKLDQWGQAEVLNFLLRYQPRSEEELFDILNLLDSFLKSSSPGVVMGATKLFLILAKMFPHVQTDVLVRVKGPLLAACSSESRELCFVALCHV.... Result: 1 (the proteins interact).